From a dataset of Forward reaction prediction with 1.9M reactions from USPTO patents (1976-2016). Predict the product of the given reaction. (1) Given the reactants FC(F)(F)C([O-])=O.[Br:8][C:9]1[CH:30]=[CH:29][C:12]([CH2:13][C:14]2[CH:15]=[N:16][C:17]3[N:18]([N:20]=[CH:21][C:22]=3[C:23]([NH:25][CH2:26][CH2:27][NH3+:28])=[O:24])[CH:19]=2)=[CH:11][CH:10]=1.[NH:31]1[CH:35]=[CH:34][CH:33]=[C:32]1[C:36](O)=[O:37].CN(C(ON1N=NC2C=CC=CC1=2)=[N+](C)C)C.[B-](F)(F)(F)F.C(N(CC)CC)C, predict the reaction product. The product is: [Br:8][C:9]1[CH:10]=[CH:11][C:12]([CH2:13][C:14]2[CH:15]=[N:16][C:17]3[N:18]([N:20]=[CH:21][C:22]=3[C:23]([NH:25][CH2:26][CH2:27][NH:28][C:36]([C:32]3[NH:31][CH:35]=[CH:34][CH:33]=3)=[O:37])=[O:24])[CH:19]=2)=[CH:29][CH:30]=1. (2) Given the reactants [CH2:1]([O:8][C:9]1[CH:10]=[C:11]([CH:14]=[CH:15][CH:16]=1)[CH:12]=O)[C:2]1[CH:7]=[CH:6][CH:5]=[CH:4][CH:3]=1.[N+:17]([CH3:20])([O-:19])=[O:18].C([O-])(=O)C.[NH4+], predict the reaction product. The product is: [CH2:1]([O:8][C:9]1[CH:16]=[CH:15][CH:14]=[C:11](/[CH:12]=[CH:20]/[N+:17]([O-:19])=[O:18])[CH:10]=1)[C:2]1[CH:7]=[CH:6][CH:5]=[CH:4][CH:3]=1. (3) The product is: [S:1]([C:4]1[S:8][C:7]([NH:9][C:20](=[O:21])[C:19]([F:30])([F:29])[F:18])=[N:6][CH:5]=1)[C:2]#[N:3]. Given the reactants [S:1]([C:4]1[S:8][C:7]([NH2:9])=[N:6][CH:5]=1)[C:2]#[N:3].N1C(C)=CC=CC=1C.[F:18][C:19]([F:30])([F:29])[C:20](O[C:20](=[O:21])[C:19]([F:30])([F:29])[F:18])=[O:21], predict the reaction product. (4) Given the reactants Cl[C:2]1[C:3]2[NH:10][CH:9]=[CH:8][C:4]=2[N:5]=[CH:6][N:7]=1.[CH2:11]([O:18][C:19]1[CH:25]=[CH:24][C:22]([NH2:23])=[CH:21][C:20]=1[Cl:26])[C:12]1[CH:17]=[CH:16][CH:15]=[CH:14][CH:13]=1.CN1CCCC1=O, predict the reaction product. The product is: [CH2:11]([O:18][C:19]1[CH:25]=[CH:24][C:22]([NH:23][C:2]2[C:3]3[NH:10][CH:9]=[CH:8][C:4]=3[N:5]=[CH:6][N:7]=2)=[CH:21][C:20]=1[Cl:26])[C:12]1[CH:13]=[CH:14][CH:15]=[CH:16][CH:17]=1. (5) Given the reactants [NH2:1][C:2]1[CH:7]=[CH:6][C:5]([OH:8])=[CH:4][CH:3]=1.N1C=CN=C1.[Si:14](Cl)([C:17]([CH3:20])([CH3:19])[CH3:18])([CH3:16])[CH3:15].O, predict the reaction product. The product is: [Si:14]([O:8][C:5]1[CH:6]=[CH:7][C:2]([NH2:1])=[CH:3][CH:4]=1)([C:17]([CH3:20])([CH3:19])[CH3:18])([CH3:16])[CH3:15]. (6) Given the reactants [C:1]([C:5]1[N:10]=[C:9]([N:11]2[CH2:16][CH2:15][N:14]([CH2:17][CH2:18][CH2:19][CH2:20][NH2:21])[CH2:13][CH2:12]2)[CH:8]=[C:7]([C:22]([F:25])([F:24])[F:23])[N:6]=1)([CH3:4])([CH3:3])[CH3:2].C1N=CN([C:31](N2C=NC=C2)=[O:32])C=1.[C:38]1([CH3:50])[CH:43]=[CH:42][CH:41]=[CH:40][C:39]=1[N:44]1[CH2:49][CH2:48][NH:47][CH2:46][CH2:45]1, predict the reaction product. The product is: [C:1]([C:5]1[N:10]=[C:9]([N:11]2[CH2:16][CH2:15][N:14]([CH2:17][CH2:18][CH2:19][CH2:20][NH:21][C:31]([N:47]3[CH2:46][CH2:45][N:44]([C:39]4[CH:40]=[CH:41][CH:42]=[CH:43][C:38]=4[CH3:50])[CH2:49][CH2:48]3)=[O:32])[CH2:13][CH2:12]2)[CH:8]=[C:7]([C:22]([F:24])([F:25])[F:23])[N:6]=1)([CH3:4])([CH3:2])[CH3:3]. (7) The product is: [F:63][C:35]1([F:62])[C@H:36]([O:37][Si:38]([CH:42]([CH3:43])[CH3:44])([CH:39]([CH3:40])[CH3:41])[CH:45]([CH3:47])[CH3:46])[C@@H:48]([CH2:50][O:51][Si:52]([CH:53]([CH3:55])[CH3:54])([CH:56]([CH3:58])[CH3:57])[CH:59]([CH3:61])[CH3:60])[O:49][C@H:33]1[N:9]1[CH:10]=[CH:11][C:6]([NH2:5])=[N:7][C:8]1=[O:12]. Given the reactants C[Si]([N:5]([Si](C)(C)C)[C:6]1[CH:11]=[CH:10][NH:9][C:8](=[O:12])[N:7]=1)(C)C.[Si](OS(C(F)(F)F)(=O)=O)(C)(C)C.CS([C:33]1([O:49][C@H:48]([CH2:50][O:51][Si:52]([CH:59]([CH3:61])[CH3:60])([CH:56]([CH3:58])[CH3:57])[CH:53]([CH3:55])[CH3:54])[C@@H:36]([O:37][Si:38]([CH:45]([CH3:47])[CH3:46])([CH:42]([CH3:44])[CH3:43])[CH:39]([CH3:41])[CH3:40])[C:35]1([F:63])[F:62])O)(=O)=O, predict the reaction product. (8) Given the reactants [CH3:1][C:2]1([CH3:13])[C@H:7]2[CH2:8][C@@H:3]1[CH2:4][CH2:5][C@H:6]2[CH2:9][C:10](O)=[O:11].S(Cl)([Cl:16])=O, predict the reaction product. The product is: [CH3:1][C:2]1([CH3:13])[C@H:7]2[CH2:8][C@@H:3]1[CH2:4][CH2:5][C@H:6]2[CH2:9][C:10]([Cl:16])=[O:11]. (9) Given the reactants [F:1][C:2]1[C:7](B(O)O)=[CH:6][CH:5]=[CH:4][N:3]=1.C(=O)([O-])[O-].[Na+].[Na+].Br[C:18]1[C:19]([F:46])=[CH:20][C:21]([F:45])=[C:22]([C@:24]23[CH2:33][CH2:32][CH2:31][CH2:30][C@H:29]2[CH2:28][S:27][C:26]([NH:34]C(=O)OCC2C=CC=CC=2)=[N:25]3)[CH:23]=1.I[Si](C)(C)C.C(=O)(O)[O-].[Na+], predict the reaction product. The product is: [F:45][C:21]1[CH:20]=[C:19]([F:46])[C:18]([C:7]2[C:2]([F:1])=[N:3][CH:4]=[CH:5][CH:6]=2)=[CH:23][C:22]=1[C@:24]12[CH2:33][CH2:32][CH2:31][CH2:30][C@H:29]1[CH2:28][S:27][C:26]([NH2:34])=[N:25]2. (10) Given the reactants [CH3:1][O:2][C:3]1[CH:4]=[C:5](/[CH:13]=[CH:14]/[CH:15]=[CH:16]/[C:17]([N:19]2[CH2:24][CH2:23][N:22]([C:25](=[O:42])/[CH:26]=[CH:27]/[CH:28]=[CH:29]/[C:30]3[CH:35]=[C:34]([O:36][CH3:37])[C:33]([O:38][CH3:39])=[C:32]([O:40][CH3:41])[CH:31]=3)[CH2:21][CH:20]2[C:43]([OH:45])=O)=[O:18])[CH:6]=[C:7]([O:11][CH3:12])[C:8]=1[O:9][CH3:10].C(N1C=CN=C1)(N1C=CN=C1)=O.Cl.[CH3:59][NH:60][OH:61].C(N(CC)CC)C.Cl, predict the reaction product. The product is: [CH3:12][O:11][C:7]1[CH:6]=[C:5](/[CH:13]=[CH:14]/[CH:15]=[CH:16]/[C:17]([N:19]2[CH2:24][CH2:23][N:22]([C:25](=[O:42])/[CH:26]=[CH:27]/[CH:28]=[CH:29]/[C:30]3[CH:31]=[C:32]([O:40][CH3:41])[C:33]([O:38][CH3:39])=[C:34]([O:36][CH3:37])[CH:35]=3)[CH2:21][CH:20]2[C:43]([N:60]([CH3:59])[OH:61])=[O:45])=[O:18])[CH:4]=[C:3]([O:2][CH3:1])[C:8]=1[O:9][CH3:10].